Dataset: Forward reaction prediction with 1.9M reactions from USPTO patents (1976-2016). Task: Predict the product of the given reaction. (1) Given the reactants C([N:8]1[CH2:12][CH2:11][CH2:10][C@@H:9]1[CH2:13][NH:14][C@H:15]([CH2:36][C:37]1[CH:42]=[CH:41][C:40]([Cl:43])=[CH:39][CH:38]=1)[C:16]([NH:18][N:19]1[CH2:23][CH2:22][C@H:21]([N:24]([CH:30]2[CH2:35][CH2:34][CH2:33][CH2:32][CH2:31]2)[C:25](=[O:29])[CH:26]([CH3:28])[CH3:27])[CH2:20]1)=[O:17])(OC(C)(C)C)=O.[CH2:44]=O, predict the reaction product. The product is: [CH3:44][CH:13]([NH:14][C@H:15]([CH2:36][C:37]1[CH:38]=[CH:39][C:40]([Cl:43])=[CH:41][CH:42]=1)[C:16]([NH:18][N:19]1[CH2:23][CH2:22][C@H:21]([N:24]([CH:30]2[CH2:35][CH2:34][CH2:33][CH2:32][CH2:31]2)[C:25](=[O:29])[CH:26]([CH3:28])[CH3:27])[CH2:20]1)=[O:17])[C@H:9]1[CH2:10][CH2:11][CH2:12][NH:8]1. (2) Given the reactants C(OC([NH:8][C@@H:9]([CH2:18][CH2:19][NH:20][C:21](=[O:50])[C:22]1[CH:27]=[CH:26][C:25]([NH:28][C:29]2[N:38]=[CH:37][C:36]3[N:35]([CH3:39])[C:34](=[O:40])[C@@H:33]([CH2:41][CH3:42])[N:32]([CH:43]4[CH2:47][CH2:46][CH2:45][CH2:44]4)[C:31]=3[N:30]=2)=[C:24]([O:48][CH3:49])[CH:23]=1)[C:10]([O:12][CH:13]1[CH2:17][CH2:16][CH2:15][CH2:14]1)=[O:11])=O)(C)(C)C.Cl.O1CCOCC1, predict the reaction product. The product is: [NH2:8][C@@H:9]([CH2:18][CH2:19][NH:20][C:21](=[O:50])[C:22]1[CH:27]=[CH:26][C:25]([NH:28][C:29]2[N:38]=[CH:37][C:36]3[N:35]([CH3:39])[C:34](=[O:40])[C@@H:33]([CH2:41][CH3:42])[N:32]([CH:43]4[CH2:47][CH2:46][CH2:45][CH2:44]4)[C:31]=3[N:30]=2)=[C:24]([O:48][CH3:49])[CH:23]=1)[C:10]([O:12][CH:13]1[CH2:17][CH2:16][CH2:15][CH2:14]1)=[O:11]. (3) Given the reactants [Cl:1][C:2]1[CH:10]=[C:9]2[C:5]([CH:6]=[CH:7][NH:8]2)=[CH:4][C:3]=1B1OCC(C)(C)CO1.[C:19](=O)([O-])[O-:20].[K+].[K+].Br[C:26]1[CH:37]=[CH:36][C:29]([O:30][CH2:31][CH:32]2[CH2:35][O:34][CH2:33]2)=[CH:28][CH:27]=1, predict the reaction product. The product is: [Cl:1][C:2]1[CH:10]=[C:9]2[C:5]([C:6]([CH:19]=[O:20])=[CH:7][NH:8]2)=[CH:4][C:3]=1[C:26]1[CH:37]=[CH:36][C:29]([O:30][CH2:31][CH:32]2[CH2:35][O:34][CH2:33]2)=[CH:28][CH:27]=1. (4) Given the reactants [CH3:1][N:2]([CH3:26])[S:3]([NH:6][C:7]1[CH:8]=[CH:9][C:10]2[CH:23]=[CH:22][C:14]3=[N:15][CH:16]=[C:17]([C:19]([OH:21])=O)[CH:18]=[C:13]3[C:12](=[O:24])[C:11]=2[CH:25]=1)(=[O:5])=[O:4].[NH2:27][C:28]1[S:29][CH:30]=[CH:31][N:32]=1.Cl.CN(C)CCCN=C=NCC.O.ON1C2C=CC=CC=2N=N1, predict the reaction product. The product is: [CH3:1][N:2]([CH3:26])[S:3]([NH:6][C:7]1[CH:8]=[CH:9][C:10]2[CH:23]=[CH:22][C:14]3=[N:15][CH:16]=[C:17]([C:19]([NH:27][C:28]4[S:29][CH:30]=[CH:31][N:32]=4)=[O:21])[CH:18]=[C:13]3[C:12](=[O:24])[C:11]=2[CH:25]=1)(=[O:4])=[O:5]. (5) Given the reactants [CH3:1][O:2][P:3]([CH2:7][C:8]([CH3:31])=[CH:9][CH2:10][C:11]1[C:12]([O:24]CC[Si](C)(C)C)=[C:13]2[C:17](=[C:18]([CH3:22])[C:19]=1[CH2:20][CH3:21])[CH2:16][O:15][C:14]2=[O:23])(=[O:6])[O:4][CH3:5].C(O)(C(F)(F)F)=O, predict the reaction product. The product is: [CH3:1][O:2][P:3]([CH2:7][C:8]([CH3:31])=[CH:9][CH2:10][C:11]1[C:12]([OH:24])=[C:13]2[C:17](=[C:18]([CH3:22])[C:19]=1[CH2:20][CH3:21])[CH2:16][O:15][C:14]2=[O:23])(=[O:6])[O:4][CH3:5]. (6) Given the reactants [Cl:1][C:2]1[CH:3]=[CH:4][CH:5]=[C:6]2[C:10]=1[NH:9][CH:8]=[CH:7]2.[CH3:11]C1C2C(=CC=CC=2)NC=1, predict the reaction product. The product is: [Cl:1][C:2]1[CH:3]=[CH:4][CH:5]=[C:6]2[C:10]=1[N:9]([CH3:11])[CH:8]=[CH:7]2. (7) Given the reactants [NH2:1][C:2]1[C:11]2[C:6](=[CH:7][C:8]([CH2:12][NH:13][C:14]([C:16]3[CH:21]=[CH:20][N:19]=[C:18]([CH2:22][C:23]4[CH:24]=[C:25]5[C:30](=[CH:31][CH:32]=4)[N:29]=[C:28]([CH2:33][NH:34]C(=O)OC(C)(C)C)[CH:27]=[CH:26]5)[CH:17]=3)=[O:15])=[CH:9][CH:10]=2)[CH:5]=[CH:4][N:3]=1.Cl.CCOC(C)=O, predict the reaction product. The product is: [NH2:1][C:2]1[C:11]2[C:6](=[CH:7][C:8]([CH2:12][NH:13][C:14](=[O:15])[C:16]3[CH:21]=[CH:20][N:19]=[C:18]([CH2:22][C:23]4[CH:24]=[C:25]5[C:30](=[CH:31][CH:32]=4)[N:29]=[C:28]([CH2:33][NH2:34])[CH:27]=[CH:26]5)[CH:17]=3)=[CH:9][CH:10]=2)[CH:5]=[CH:4][N:3]=1. (8) Given the reactants [Cl:1][C:2]1[CH:7]=[CH:6][CH:5]=[C:4]([Cl:8])[C:3]=1[CH2:9][S:10]([C:13]1[CH:14]=[C:15]2[C:19](=[CH:20][CH:21]=1)[NH:18][C:17](=[O:22])/[C:16]/2=[CH:23]\[C:24]1[NH:25][C:26]([CH3:32])=[CH:27][C:28]=1[C:29](O)=[O:30])(=[O:12])=[O:11].C1C=CC2N(O)N=NC=2C=1.CCN=C=NCCCN(C)C.Cl.[NH2:55][CH2:56][CH:57]([OH:65])[CH2:58][N:59]1[CH2:64][CH2:63][O:62][CH2:61][CH2:60]1, predict the reaction product. The product is: [OH:65][CH:57]([CH2:58][N:59]1[CH2:64][CH2:63][O:62][CH2:61][CH2:60]1)[CH2:56][NH:55][C:29]([C:28]1[CH:27]=[C:26]([CH3:32])[NH:25][C:24]=1/[CH:23]=[C:16]1\[C:17](=[O:22])[NH:18][C:19]2[C:15]\1=[CH:14][C:13]([S:10]([CH2:9][C:3]1[C:4]([Cl:8])=[CH:5][CH:6]=[CH:7][C:2]=1[Cl:1])(=[O:11])=[O:12])=[CH:21][CH:20]=2)=[O:30]. (9) The product is: [Br:21][C:17]1[C:18]([CH3:20])=[CH:19][C:14]([O:13][CH2:12][CH:10]2[CH2:11][NH:8][CH2:9]2)=[CH:15][C:16]=1[CH3:22]. Given the reactants C(OC([N:8]1[CH2:11][CH:10]([CH2:12][O:13][C:14]2[CH:19]=[C:18]([CH3:20])[C:17]([Br:21])=[C:16]([CH3:22])[CH:15]=2)[CH2:9]1)=O)(C)(C)C.FC(F)(F)C(O)=O.C([O-])(O)=O.[Na+], predict the reaction product. (10) Given the reactants C([O:3][C:4](=[O:17])[CH2:5][O:6][C:7]1[CH:12]=[CH:11][C:10]([NH:13]C(=O)C)=[CH:9][CH:8]=1)C.[ClH:18], predict the reaction product. The product is: [ClH:18].[NH2:13][C:10]1[CH:9]=[CH:8][C:7]([O:6][CH2:5][C:4]([OH:17])=[O:3])=[CH:12][CH:11]=1.